Task: Predict the reaction yield, written as a fraction of the theoretical maximum amount of product (1.0 means a 100% yield; for example, 0.34 means a 34% yield).. Dataset: Reaction yield outcomes from USPTO patents with 853,638 reactions (1) The reactants are CC1(C)C(C)(C)OB([C:9]2[CH2:10][CH2:11][O:12][CH2:13][CH:14]=2)O1.Br[C:17]1[CH:18]=[C:19]2[S:25][C:24]([C:26]([O:28][CH3:29])=[O:27])=[C:23]([NH:30][C:31]([O:33][C:34]([CH3:37])([CH3:36])[CH3:35])=[O:32])[C:20]2=[N:21][CH:22]=1.CCN(C(C)C)C(C)C. The catalyst is O1CCOCC1.O.CC(C)([P](C(C)(C)C)([Pd][P](C(C)(C)C)(C(C)(C)C)C(C)(C)C)C(C)(C)C)C. The product is [C:34]([O:33][C:31]([NH:30][C:23]1[C:20]2=[N:21][CH:22]=[C:17]([C:9]3[CH2:10][CH2:11][O:12][CH2:13][CH:14]=3)[CH:18]=[C:19]2[S:25][C:24]=1[C:26]([O:28][CH3:29])=[O:27])=[O:32])([CH3:37])([CH3:36])[CH3:35]. The yield is 0.813. (2) The reactants are [CH2:1]([O:3][C:4](=[O:24])[C:5]1[CH:10]=[CH:9][C:8]([C:11]2[N:12]=[C:13]3[C:18](=[N:19][CH:20]=2)[N:17]=[C:16]([S:21][CH3:22])[N:15]=[C:14]3O)=[CH:7][CH:6]=1)[CH3:2].[F:25][C:26]([F:30])([F:29])[CH2:27][NH2:28].F[P-](F)(F)(F)(F)F.N1(O[P+](N(C)C)(N(C)C)N(C)C)C2C=CC=CC=2N=N1.CCN(C(C)C)C(C)C. The catalyst is CN(C=O)C.O. The product is [CH2:1]([O:3][C:4](=[O:24])[C:5]1[CH:10]=[CH:9][C:8]([C:11]2[N:12]=[C:13]3[C:18](=[N:19][CH:20]=2)[N:17]=[C:16]([S:21][CH3:22])[N:15]=[C:14]3[NH:28][CH2:27][C:26]([F:30])([F:29])[F:25])=[CH:7][CH:6]=1)[CH3:2]. The yield is 0.880. (3) The reactants are Br[C:2]1[CH:7]=[C:6]([CH3:8])[CH:5]=[CH:4][N:3]=1.CCCCCC.C([Li])CCC.[CH3:20][C:21]1[CH:22]=[C:23]([O:26][C:27]=1[CH3:28])[CH:24]=[O:25]. The yield is 0.470. The product is [CH3:20][C:21]1[CH:22]=[C:23]([CH:24]([C:2]2[CH:7]=[C:6]([CH3:8])[CH:5]=[CH:4][N:3]=2)[OH:25])[O:26][C:27]=1[CH3:28]. The catalyst is O1CCCC1.O. (4) The reactants are [NH2:1][C:2]1[CH:3]=[C:4]2[C:8](=[CH:9][CH:10]=1)[N:7]([CH:11]([CH3:13])[CH3:12])[C:6](=[O:14])[C:5]2([CH2:17][CH3:18])[CH2:15][CH3:16].[C:19](OC(=O)C)(=[O:21])[CH3:20]. No catalyst specified. The product is [CH2:15]([C:5]1([CH2:17][CH3:18])[C:4]2[C:8](=[CH:9][CH:10]=[C:2]([NH:1][C:19](=[O:21])[CH3:20])[CH:3]=2)[N:7]([CH:11]([CH3:12])[CH3:13])[C:6]1=[O:14])[CH3:16]. The yield is 0.910. (5) The reactants are [CH3:1][C:2]1[O:8][C:5]([CH2:6][NH2:7])=[CH:4][CH:3]=1.F[C:10]1[CH:18]=[N:17][CH:16]=[CH:15][C:11]=1[C:12]([OH:14])=[O:13]. No catalyst specified. The product is [CH3:1][C:2]1[O:8][C:5]([CH2:6][NH:7][C:15]2[CH:16]=[N:17][CH:18]=[CH:10][C:11]=2[C:12]([OH:14])=[O:13])=[CH:4][CH:3]=1. The yield is 0.340. (6) The reactants are Br[C:2]1[CH:3]=[N:4][CH:5]=[C:6]2[C:11]=1[N:10]=[C:9]([C:12]([NH:14][CH2:15][CH2:16][O:17][CH3:18])=[O:13])[CH:8]=[CH:7]2.[Cl:19][C:20]1[CH:21]=[C:22](B(O)O)[CH:23]=[CH:24][CH:25]=1.C(=O)([O-])[O-].[Cs+].[Cs+]. The catalyst is O1CCOCC1.O.C1(P([C-]2C=CC=C2)C2C=CC=CC=2)C=CC=CC=1.[C-]1(P(C2C=CC=CC=2)C2C=CC=CC=2)C=CC=C1.[Fe+2].[Pd](Cl)Cl. The product is [Cl:19][C:20]1[CH:25]=[C:24]([C:2]2[CH:3]=[N:4][CH:5]=[C:6]3[C:11]=2[N:10]=[C:9]([C:12]([NH:14][CH2:15][CH2:16][O:17][CH3:18])=[O:13])[CH:8]=[CH:7]3)[CH:23]=[CH:22][CH:21]=1. The yield is 0.440.